This data is from NCI-60 drug combinations with 297,098 pairs across 59 cell lines. The task is: Regression. Given two drug SMILES strings and cell line genomic features, predict the synergy score measuring deviation from expected non-interaction effect. (1) Drug 1: CN(C)N=NC1=C(NC=N1)C(=O)N. Drug 2: C1=C(C(=O)NC(=O)N1)N(CCCl)CCCl. Cell line: SN12C. Synergy scores: CSS=40.2, Synergy_ZIP=2.54, Synergy_Bliss=4.36, Synergy_Loewe=-8.47, Synergy_HSA=4.54. (2) Drug 1: C1CCN(CC1)CCOC2=CC=C(C=C2)C(=O)C3=C(SC4=C3C=CC(=C4)O)C5=CC=C(C=C5)O. Drug 2: CC1=C2C(C(=O)C3(C(CC4C(C3C(C(C2(C)C)(CC1OC(=O)C(C(C5=CC=CC=C5)NC(=O)OC(C)(C)C)O)O)OC(=O)C6=CC=CC=C6)(CO4)OC(=O)C)O)C)O. Cell line: RPMI-8226. Synergy scores: CSS=44.0, Synergy_ZIP=4.27, Synergy_Bliss=2.18, Synergy_Loewe=-45.9, Synergy_HSA=-3.80. (3) Synergy scores: CSS=42.7, Synergy_ZIP=1.90, Synergy_Bliss=1.06, Synergy_Loewe=-18.1, Synergy_HSA=-0.00222. Drug 1: CC1=C(C(=CC=C1)Cl)NC(=O)C2=CN=C(S2)NC3=CC(=NC(=N3)C)N4CCN(CC4)CCO. Drug 2: C#CCC(CC1=CN=C2C(=N1)C(=NC(=N2)N)N)C3=CC=C(C=C3)C(=O)NC(CCC(=O)O)C(=O)O. Cell line: A498. (4) Drug 1: CN(C)N=NC1=C(NC=N1)C(=O)N. Drug 2: C1CN1P(=S)(N2CC2)N3CC3. Cell line: SNB-19. Synergy scores: CSS=-0.134, Synergy_ZIP=-3.66, Synergy_Bliss=-5.16, Synergy_Loewe=-17.6, Synergy_HSA=-6.78. (5) Drug 1: C1=NC2=C(N1)C(=S)N=C(N2)N. Drug 2: C1C(C(OC1N2C=NC3=C(N=C(N=C32)Cl)N)CO)O. Cell line: MCF7. Synergy scores: CSS=29.1, Synergy_ZIP=0.330, Synergy_Bliss=-1.08, Synergy_Loewe=-3.86, Synergy_HSA=-2.73. (6) Drug 1: C1CCC(CC1)NC(=O)N(CCCl)N=O. Drug 2: CC(C)(C#N)C1=CC(=CC(=C1)CN2C=NC=N2)C(C)(C)C#N. Cell line: HCT-15. Synergy scores: CSS=27.7, Synergy_ZIP=-6.24, Synergy_Bliss=2.52, Synergy_Loewe=1.74, Synergy_HSA=1.14. (7) Drug 1: CC1=C(C(=CC=C1)Cl)NC(=O)C2=CN=C(S2)NC3=CC(=NC(=N3)C)N4CCN(CC4)CCO. Drug 2: C1CN1C2=NC(=NC(=N2)N3CC3)N4CC4. Cell line: NCI-H322M. Synergy scores: CSS=12.8, Synergy_ZIP=-5.65, Synergy_Bliss=2.09, Synergy_Loewe=-2.10, Synergy_HSA=1.36. (8) Drug 1: C1CCN(CC1)CCOC2=CC=C(C=C2)C(=O)C3=C(SC4=C3C=CC(=C4)O)C5=CC=C(C=C5)O. Drug 2: C1=CC=C(C(=C1)C(C2=CC=C(C=C2)Cl)C(Cl)Cl)Cl. Cell line: SF-268. Synergy scores: CSS=3.38, Synergy_ZIP=2.77, Synergy_Bliss=1.93, Synergy_Loewe=0.190, Synergy_HSA=-1.75. (9) Drug 1: CN(C)N=NC1=C(NC=N1)C(=O)N. Drug 2: B(C(CC(C)C)NC(=O)C(CC1=CC=CC=C1)NC(=O)C2=NC=CN=C2)(O)O. Cell line: LOX IMVI. Synergy scores: CSS=33.9, Synergy_ZIP=-2.75, Synergy_Bliss=-4.94, Synergy_Loewe=-2.04, Synergy_HSA=-2.04.